This data is from Reaction yield outcomes from USPTO patents with 853,638 reactions. The task is: Predict the reaction yield, written as a fraction of the theoretical maximum amount of product (1.0 means a 100% yield; for example, 0.34 means a 34% yield). (1) The reactants are [CH2:1]([NH2:8])[C:2]1[CH:7]=[CH:6][CH:5]=[CH:4][CH:3]=1.C([O:12][C:13]1[CH:14]=[C:15]2[C:20](=[CH:21][C:22]=1[O:23][CH3:24])[N:19]=[CH:18][N:17]=[C:16]2Cl)(=O)C. The catalyst is CC(O)C. The product is [CH2:1]([NH:8][C:16]1[C:15]2[C:20](=[CH:21][C:22]([O:23][CH3:24])=[C:13]([OH:12])[CH:14]=2)[N:19]=[CH:18][N:17]=1)[C:2]1[CH:7]=[CH:6][CH:5]=[CH:4][CH:3]=1. The yield is 0.760. (2) The reactants are [O:1]1[CH2:4][CH:3]([NH2:5])[CH2:2]1.Cl[CH2:7][CH2:8][N:9]=[C:10]=[O:11].[H-].[Na+]. The catalyst is C1COCC1. The product is [O:1]1[CH2:4][CH:3]([N:5]2[CH2:7][CH2:8][NH:9][C:10]2=[O:11])[CH2:2]1. The yield is 0.690. (3) The reactants are [OH:1][C@@H:2]([CH3:16])[CH2:3][CH2:4]OS(C1C=CC(C)=CC=1)(=O)=O.[Cl:17][C:18]1[CH:23]=[CH:22][C:21]([OH:24])=[C:20]([O:25][C:26]2[CH:31]=[CH:30][CH:29]=[CH:28][CH:27]=2)[CH:19]=1. No catalyst specified. The product is [Cl:17][C:18]1[CH:23]=[CH:22][C:21]([O:24][CH2:4][CH2:3][C@@H:2]([OH:1])[CH3:16])=[C:20]([O:25][C:26]2[CH:31]=[CH:30][CH:29]=[CH:28][CH:27]=2)[CH:19]=1. The yield is 0.650. (4) The reactants are [C:1]([C:3]1([C:8](OC)=[O:9])[CH2:7][CH2:6][CH2:5][CH2:4]1)#[N:2].[BH4-].[Li+]. The catalyst is C1COCC1. The product is [OH:9][CH2:8][C:3]1([C:1]#[N:2])[CH2:7][CH2:6][CH2:5][CH2:4]1. The yield is 0.950. (5) The reactants are [F:1][CH:2]([F:12])[C:3]1[CH:8]=[CH:7][CH:6]=[C:5]([N+:9]([O-:11])=[O:10])[CH:4]=1.OS(O)(=O)=O.C1C(=O)N([Br:25])C(=O)C1. The catalyst is O. The product is [Br:25][C:7]1[CH:6]=[C:5]([N+:9]([O-:11])=[O:10])[CH:4]=[C:3]([CH:2]([F:12])[F:1])[CH:8]=1. The yield is 0.563. (6) The reactants are [CH3:1][O:2][C:3]([C:5]1[CH:10]=[C:9]([C:11](OC)=[O:12])[CH:8]=[C:7]([C:15](OC)=[O:16])[CH:6]=1)=[O:4].[H-].[Al+3].[Li+].[H-].[H-].[H-].O.[OH-].[Na+]. The catalyst is O1CCCC1. The product is [CH3:1][O:2][C:3](=[O:4])[C:5]1[CH:6]=[C:7]([CH2:15][OH:16])[CH:8]=[C:9]([CH2:11][OH:12])[CH:10]=1. The yield is 0.431. (7) The reactants are [C:1]([C:3]1[CH:8]=[CH:7][C:6]([O:9][C:10]2[CH:15]=[CH:14][CH:13]=[CH:12][CH:11]=2)=[CH:5][CH:4]=1)#[CH:2].[N:16]([C:19]1[CH:24]=[CH:23][C:22]([CH2:25][C@H:26]([NH:30]C(OC(C)(C)C)=O)[C:27]([OH:29])=[O:28])=[CH:21][CH:20]=1)=[N+:17]=[N-:18].Cl. The catalyst is O.O1CCOCC1.CO. The product is [NH2:30][C@@H:26]([CH2:25][C:22]1[CH:23]=[CH:24][C:19]([N:16]2[CH:2]=[C:1]([C:3]3[CH:8]=[CH:7][C:6]([O:9][C:10]4[CH:15]=[CH:14][CH:13]=[CH:12][CH:11]=4)=[CH:5][CH:4]=3)[N:18]=[N:17]2)=[CH:20][CH:21]=1)[C:27]([OH:29])=[O:28]. The yield is 0.290. (8) The reactants are [Br:1][C:2]1[CH:3]=[C:4]2[C:11]3([C:15](=[O:16])[N:14]([CH3:17])[C:13](SC)=[N:12]3)[CH2:10][CH:9]([C:20]3[CH:25]=[CH:24][CH:23]=[C:22]([O:26][CH3:27])[CH:21]=3)[O:8][C:5]2=[CH:6][CH:7]=1.[NH4+:28].[I-].N.CCO. No catalyst specified. The product is [NH2:28][C:13]1[N:14]([CH3:17])[C:15](=[O:16])[C:11]2([C:4]3[C:5](=[CH:6][CH:7]=[C:2]([Br:1])[CH:3]=3)[O:8][CH:9]([C:20]3[CH:25]=[CH:24][CH:23]=[C:22]([O:26][CH3:27])[CH:21]=3)[CH2:10]2)[N:12]=1. The yield is 0.220.